Predict the product of the given reaction. From a dataset of Forward reaction prediction with 1.9M reactions from USPTO patents (1976-2016). The product is: [CH:1]1([C:4]2[CH:5]=[C:6]([CH:11]=[C:12]([CH:14]3[CH2:15][CH2:16]3)[CH:13]=2)[C:7]([OH:9])=[O:8])[CH2:3][CH2:2]1. Given the reactants [CH:1]1([C:4]2[CH:5]=[C:6]([CH:11]=[C:12]([CH:14]3[CH2:16][CH2:15]3)[CH:13]=2)[C:7]([O:9]C)=[O:8])[CH2:3][CH2:2]1.O[Li].O, predict the reaction product.